This data is from Forward reaction prediction with 1.9M reactions from USPTO patents (1976-2016). The task is: Predict the product of the given reaction. (1) Given the reactants [CH:1]([C:4]1[CH:9]=[C:8]([CH:10]([CH3:12])[CH3:11])[C:7]([S:13]([C:16]2[CH:21]=[CH:20][CH:19]=[CH:18][CH:17]=2)(=[O:15])=[O:14])=[CH:6][C:5]=1[S:22](Cl)(=[O:24])=[O:23])([CH3:3])[CH3:2].[N:26]1[CH:31]=[CH:30][C:29]([CH2:32][CH2:33][NH2:34])=[CH:28][CH:27]=1, predict the reaction product. The product is: [CH:1]([C:4]1[CH:9]=[C:8]([CH:10]([CH3:12])[CH3:11])[C:7]([S:13]([C:16]2[CH:21]=[CH:20][CH:19]=[CH:18][CH:17]=2)(=[O:15])=[O:14])=[CH:6][C:5]=1[S:22]([NH:34][CH2:33][CH2:32][C:29]1[CH:30]=[CH:31][N:26]=[CH:27][CH:28]=1)(=[O:24])=[O:23])([CH3:3])[CH3:2]. (2) Given the reactants Cl.[F:2][C:3]1[CH:8]=[CH:7][C:6]([F:9])=[CH:5][C:4]=1[C@@H:10]1[CH2:14][NH:13][CH2:12][C@H:11]1[CH2:15][OH:16].CCN(C(C)C)C(C)C.[CH3:26][C:27](OC(C)=O)=[O:28], predict the reaction product. The product is: [F:2][C:3]1[CH:8]=[CH:7][C:6]([F:9])=[CH:5][C:4]=1[C@H:10]1[C@H:11]([CH2:15][OH:16])[CH2:12][N:13]([C:27](=[O:28])[CH3:26])[CH2:14]1. (3) Given the reactants [NH2:1][C:2]1[CH:3]=[C:4]2[C:9](=[CH:10][CH:11]=1)[N:8]=[CH:7][C:6]([C:12]#[N:13])=[C:5]2[NH:14][C:15]1[CH:20]=[CH:19][C:18]([F:21])=[C:17]([Cl:22])[CH:16]=1.O[CH2:24][C:25]1[O:31][C:28]([CH:29]=[O:30])=[CH:27][CH:26]=1.[BH3-]C#N.[Na+], predict the reaction product. The product is: [Cl:22][C:17]1[CH:16]=[C:15]([NH:14][C:5]2[C:4]3[C:9](=[CH:10][CH:11]=[C:2]([NH:1][CH2:24][C:25]4[O:31][C:28]([CH2:29][OH:30])=[CH:27][CH:26]=4)[CH:3]=3)[N:8]=[CH:7][C:6]=2[C:12]#[N:13])[CH:20]=[CH:19][C:18]=1[F:21]. (4) Given the reactants [NH2:1][C:2]1[N:10]=[C:9]([O:11][CH2:12][CH2:13][CH2:14][CH3:15])[N:8]=[C:7]2[C:3]=1[NH:4][C:5](=[O:43])[N:6]2[CH2:16][CH2:17][CH2:18][CH2:19][N:20]([CH2:35][C:36]([CH3:42])([CH3:41])[CH2:37][N:38]([CH3:40])[CH3:39])[S:21]([C:24]1[CH:25]=[C:26]([CH2:30][C:31]([O:33]C)=[O:32])[CH:27]=[CH:28][CH:29]=1)(=[O:23])=[O:22].[OH-].[Li+].O1CCCC1, predict the reaction product. The product is: [NH2:1][C:2]1[N:10]=[C:9]([O:11][CH2:12][CH2:13][CH2:14][CH3:15])[N:8]=[C:7]2[C:3]=1[NH:4][C:5](=[O:43])[N:6]2[CH2:16][CH2:17][CH2:18][CH2:19][N:20]([CH2:35][C:36]([CH3:42])([CH3:41])[CH2:37][N:38]([CH3:39])[CH3:40])[S:21]([C:24]1[CH:25]=[C:26]([CH2:30][C:31]([OH:33])=[O:32])[CH:27]=[CH:28][CH:29]=1)(=[O:22])=[O:23]. (5) Given the reactants [C:1]([O:5][C:6]([N:8]1[CH2:12][C@@H:11]([CH2:13][N:14]([CH:31]([CH3:33])[CH3:32])[C:15](=[O:30])[C:16]2[CH:21]=[CH:20][C:19]([O:22][CH3:23])=[C:18]([O:24][CH2:25][CH2:26][CH2:27][O:28][CH3:29])[CH:17]=2)[C@H:10]([NH2:34])[CH2:9]1)=[O:7])([CH3:4])([CH3:3])[CH3:2].Cl[C:36]([O:38][CH:39]([CH3:41])[CH3:40])=[O:37].C(N(CC)CC)C.C([O-])(O)=O.[Na+], predict the reaction product. The product is: [C:1]([O:5][C:6]([N:8]1[CH2:12][C@H:11]([CH2:13][N:14]([CH:31]([CH3:32])[CH3:33])[C:15](=[O:30])[C:16]2[CH:21]=[CH:20][C:19]([O:22][CH3:23])=[C:18]([O:24][CH2:25][CH2:26][CH2:27][O:28][CH3:29])[CH:17]=2)[C@@H:10]([NH:34][C:36]([O:38][CH:39]([CH3:41])[CH3:40])=[O:37])[CH2:9]1)=[O:7])([CH3:3])([CH3:4])[CH3:2].